Dataset: Forward reaction prediction with 1.9M reactions from USPTO patents (1976-2016). Task: Predict the product of the given reaction. (1) Given the reactants [CH3:1][CH:2]1[C:10]2[CH:9]=[CH:8][CH:7]=[C:6]([NH2:11])[C:5]=2[CH2:4][C:3]21[CH2:15][CH2:14][CH2:13][CH2:12]2.C(N(CC)CC)C.[Cl:23][C:24]1[N:28]([CH3:29])[N:27]=[C:26]([CH:30]([F:32])[F:31])[C:25]=1[C:33](Cl)=[O:34], predict the reaction product. The product is: [Cl:23][C:24]1[N:28]([CH3:29])[N:27]=[C:26]([CH:30]([F:31])[F:32])[C:25]=1[C:33]([NH:11][C:6]1[CH:7]=[CH:8][CH:9]=[C:10]2[C:5]=1[CH2:4][C:3]1([CH2:12][CH2:13][CH2:14][CH2:15]1)[CH:2]2[CH3:1])=[O:34]. (2) The product is: [F:10][C:6]1[C:5]2=[N:11][S:12][N:3]=[C:4]2[C:9]([S:16]([Cl:15])(=[O:18])=[O:17])=[CH:8][CH:7]=1. Given the reactants S(=[N:3][C:4]1[CH:9]=[CH:8][CH:7]=[C:6]([F:10])[C:5]=1[N:11]=[S:12]=O)=O.O.[Cl:15][S:16](O)(=[O:18])=[O:17], predict the reaction product. (3) Given the reactants [CH:1]1([N:10]2[C:18](=[O:19])[NH:17][C:16]3[C:11]2=[N:12][C:13]([C:24]2[CH:29]=[CH:28][CH:27]=[C:26]([O:30][Si](C(C)C)(C(C)C)C(C)C)[CH:25]=2)=[N:14][C:15]=3[C:20]([O:22]C)=O)[C:9]2[C:4](=[CH:5][CH:6]=[CH:7][CH:8]=2)[CH2:3][CH2:2]1.[NH2:41]C1C(C(OC)=O)=NC(C2C=CC=C(O[Si](C(C)C)(C(C)C)C(C)C)C=2)=NC=1NC1C2C(=CC=CC=2)CC1, predict the reaction product. The product is: [CH:1]1([N:10]2[C:18](=[O:19])[NH:17][C:16]3[C:11]2=[N:12][C:13]([C:24]2[CH:29]=[CH:28][CH:27]=[C:26]([OH:30])[CH:25]=2)=[N:14][C:15]=3[C:20]([NH2:41])=[O:22])[C:9]2[C:4](=[CH:5][CH:6]=[CH:7][CH:8]=2)[CH2:3][CH2:2]1. (4) Given the reactants I[C:2]1[C:7]([CH3:8])=[CH:6][C:5]([C:9]2[CH:14]=[CH:13][CH:12]=[C:11]([C:15]([F:18])([F:17])[F:16])[CH:10]=2)=[CH:4][C:3]=1[O:19][CH3:20].C([Li])CCC.[C:26](=[O:28])=[O:27], predict the reaction product. The product is: [CH3:20][O:19][C:3]1[CH:4]=[C:5]([C:9]2[CH:14]=[CH:13][CH:12]=[C:11]([C:15]([F:18])([F:17])[F:16])[CH:10]=2)[CH:6]=[C:7]([CH3:8])[C:2]=1[C:26]([OH:28])=[O:27]. (5) Given the reactants [CH3:1][C:2]1[C:7]([C:8]([F:11])([F:10])[F:9])=[CH:6][C:5]([N+:12]([O-])=O)=[CH:4][C:3]=1[N:15]1[C:19](=[O:20])[N:18]([CH3:21])[N:17]=[N:16]1, predict the reaction product. The product is: [NH2:12][C:5]1[CH:6]=[C:7]([C:8]([F:11])([F:10])[F:9])[C:2]([CH3:1])=[C:3]([N:15]2[C:19](=[O:20])[N:18]([CH3:21])[N:17]=[N:16]2)[CH:4]=1. (6) Given the reactants C[O:2][C:3](=O)[C:4]1[CH:9]=[C:8]([S:10](=[O:17])(=[O:16])[NH:11][C:12]([CH3:15])([CH3:14])[CH3:13])[CH:7]=[C:6]([S:18](=[O:25])(=[O:24])[NH:19][C:20]([CH3:23])([CH3:22])[CH3:21])[CH:5]=1.[Li+].[BH4-], predict the reaction product. The product is: [C:12]([NH:11][S:10]([C:8]1[CH:9]=[C:4]([CH2:3][OH:2])[CH:5]=[C:6]([S:18]([NH:19][C:20]([CH3:23])([CH3:22])[CH3:21])(=[O:24])=[O:25])[CH:7]=1)(=[O:17])=[O:16])([CH3:15])([CH3:14])[CH3:13]. (7) Given the reactants [Si:1]([O:8][CH2:9][C@@H:10]([N:19]1C(=O)C2C(=CC=CC=2)C1=O)[C:11]1[CH:16]=[CH:15][C:14]([Cl:17])=[C:13]([F:18])[CH:12]=1)([C:4]([CH3:7])([CH3:6])[CH3:5])([CH3:3])[CH3:2].C1COCC1.CO.O.NN, predict the reaction product. The product is: [Si:1]([O:8][CH2:9][C@H:10]([C:11]1[CH:16]=[CH:15][C:14]([Cl:17])=[C:13]([F:18])[CH:12]=1)[NH2:19])([C:4]([CH3:7])([CH3:6])[CH3:5])([CH3:3])[CH3:2]. (8) The product is: [C:9]([CH2:8][C:3]1([C:5]([OH:7])=[O:6])[CH2:2][C:1](=[O:13])[O:12][B:19]([C@@H:20]([NH:25][C:26](=[O:39])[CH2:27][NH:28][C:29](=[O:38])[C:30]2[CH:35]=[C:34]([Cl:36])[CH:33]=[CH:32][C:31]=2[Cl:37])[CH2:21][CH:22]([CH3:24])[CH3:23])[O:4]1)([OH:11])=[O:10]. Given the reactants [C:1]([OH:13])(=[O:12])[CH2:2][C:3]([CH2:8][C:9]([OH:11])=[O:10])([C:5]([OH:7])=[O:6])[OH:4].O1[B:19]([C@@H:20]([NH:25][C:26](=[O:39])[CH2:27][NH:28][C:29](=[O:38])[C:30]2[CH:35]=[C:34]([Cl:36])[CH:33]=[CH:32][C:31]=2[Cl:37])[CH2:21][CH:22]([CH3:24])[CH3:23])O[B:19]([C@@H:20]([NH:25][C:26](=[O:39])[CH2:27][NH:28][C:29](=[O:38])[C:30]2[CH:35]=[C:34]([Cl:36])[CH:33]=[CH:32][C:31]=2[Cl:37])[CH2:21][CH:22]([CH3:24])[CH3:23])O[B:19]1[C@@H:20]([NH:25][C:26](=[O:39])[CH2:27][NH:28][C:29](=[O:38])[C:30]1[CH:35]=[C:34]([Cl:36])[CH:33]=[CH:32][C:31]=1[Cl:37])[CH2:21][CH:22]([CH3:24])[CH3:23], predict the reaction product.